Predict the reaction yield, written as a fraction of the theoretical maximum amount of product (1.0 means a 100% yield; for example, 0.34 means a 34% yield). From a dataset of Reaction yield outcomes from USPTO patents with 853,638 reactions. The reactants are [H-].[Na+].[Br:3][C:4]1[C:9]([OH:10])=[CH:8][CH:7]=[CH:6][N:5]=1.Cl[CH2:12][CH:13]=[C:14]([CH3:16])[CH3:15].O. The catalyst is CN(C)C=O. The product is [Br:3][C:4]1[C:9]([O:10][CH2:12][CH:13]=[C:14]([CH3:16])[CH3:15])=[CH:8][CH:7]=[CH:6][N:5]=1. The yield is 0.860.